Dataset: Catalyst prediction with 721,799 reactions and 888 catalyst types from USPTO. Task: Predict which catalyst facilitates the given reaction. (1) Reactant: [Cl:1][C:2]1[CH:7]=[CH:6][C:5]([C:8]2[C:16]3[C:11](=[C:12]([C:25]#[CH:26])[N:13]=[C:14]([C:18]([NH:20][CH2:21][C:22]([OH:24])=[O:23])=[O:19])[C:15]=3[OH:17])[S:10][N:9]=2)=[CH:4][CH:3]=1.[OH:27]S(O)(=O)=O. Product: [C:25]([C:12]1[N:13]=[C:14]([C:18]([NH:20][CH2:21][C:22]([OH:24])=[O:23])=[O:19])[C:15]([OH:17])=[C:16]2[C:8]([C:5]3[CH:6]=[CH:7][C:2]([Cl:1])=[CH:3][CH:4]=3)=[N:9][S:10][C:11]=12)(=[O:27])[CH3:26]. The catalyst class is: 6. (2) Reactant: [CH3:1][C:2]([C@@H:36]([OH:48])[C:37]([NH:39][CH2:40][CH2:41][C:42]([NH:44][CH2:45][CH2:46][SH:47])=[O:43])=[O:38])([CH2:4][O:5][P:6]([O:9][P:10]([O:13][CH2:14][C@H:15]1[O:19][C@@H:18]([N:20]2[C:24]3[N:25]=[CH:26][N:27]=[C:28]([NH2:29])[C:23]=3[N:22]=[CH:21]2)[C@H:17]([OH:30])[C@@H:16]1[O:31][P:32]([OH:35])([OH:34])=[O:33])([OH:12])=[O:11])([OH:8])=[O:7])[CH3:3].C(SCCNC(=O)CCNC(=O)[C@H:61](O)[C:62](C)(C)[CH2:63][O:64]P(O)(=O)OP(O)(=O)[O:64][CH2:63][C@H:62]1O[C@@H](N2C3N=CN=C(N)C=3N=C2)[C@H](O)[C@@H:61]1OP(O)(O)=O)(=O)C.ClC(Cl)(Cl)C(O)=O. Product: [C:63]([S:47][CH2:46][CH2:45][NH:44][C:42](=[O:43])[CH2:41][CH2:40][NH:39][C:37](=[O:38])[C@H:36]([OH:48])[C:2]([CH3:1])([CH3:3])[CH2:4][O:5][P:6]([OH:8])(=[O:7])[O:9][P:10]([OH:12])(=[O:11])[O:13][CH2:14][C@H:15]1[O:19][C@@H:18]([N:20]2[C:24]3[N:25]=[CH:26][N:27]=[C:28]([NH2:29])[C:23]=3[N:22]=[CH:21]2)[C@H:17]([OH:30])[C@@H:16]1[O:31][P:32]([OH:35])([OH:34])=[O:33])(=[O:64])[CH:62]=[CH2:61]. The catalyst class is: 5. (3) Reactant: [NH2:1][C:2]1[CH:7]=[CH:6][C:5]([OH:8])=[CH:4][C:3]=1[N+:9]([O-:11])=[O:10].C(=O)([O-])[O-].[K+].[K+].Cl.Cl[CH2:20][C:21]1[CH:22]=[N:23][CH:24]=[CH:25][CH:26]=1. Product: [N+:9]([C:3]1[CH:4]=[C:5]([O:8][CH2:20][C:21]2[CH:22]=[N:23][CH:24]=[CH:25][CH:26]=2)[CH:6]=[CH:7][C:2]=1[NH2:1])([O-:11])=[O:10]. The catalyst class is: 639. (4) Product: [CH2:17]([O:19][C:20]([C:22]1[N:23]=[C:24]([CH2:27][O:16][C:13]2[CH:12]=[CH:11][C:10]([C:3]3[CH:4]=[C:5]([F:9])[C:6]([F:8])=[CH:7][C:2]=3[F:1])=[CH:15][CH:14]=2)[S:25][CH:26]=1)=[O:21])[CH3:18]. Reactant: [F:1][C:2]1[CH:7]=[C:6]([F:8])[C:5]([F:9])=[CH:4][C:3]=1[C:10]1[CH:15]=[CH:14][C:13]([OH:16])=[CH:12][CH:11]=1.[CH2:17]([O:19][C:20]([C:22]1[N:23]=[C:24]([CH2:27]Br)[S:25][CH:26]=1)=[O:21])[CH3:18].C(=O)([O-])[O-].[K+].[K+].[I-].[K+]. The catalyst class is: 18. (5) Reactant: Cl[O-:2].[Na+].[OH-].[Na+].[F:6][C:7]([F:17])([F:16])[C:8]([F:15])=[C:9]([F:14])[C:10]([F:13])([F:12])[F:11]. Product: [F:14][C:9]1([C:10]([F:13])([F:12])[F:11])[C:8]([F:15])([C:7]([F:16])([F:17])[F:6])[O:2]1. The catalyst class is: 10. (6) Reactant: [CH3:1][C:2]1[C:3]([C:22]([N:24]2[CH2:29][CH2:28][CH2:27][C@@H:26]([C:30]([O:32]CC)=[O:31])[CH2:25]2)=[O:23])=[CH:4][C:5]2[C:6]3[N:15]([CH:16]4[CH2:21][CH2:20][O:19][CH2:18][CH2:17]4)[N:14]=[CH:13][C:7]=3[C:8](=[O:12])[NH:9][C:10]=2[CH:11]=1.C(O)C.[OH-].[Na+].O. Product: [CH3:1][C:2]1[C:3]([C:22]([N:24]2[CH2:29][CH2:28][CH2:27][C@@H:26]([C:30]([OH:32])=[O:31])[CH2:25]2)=[O:23])=[CH:4][C:5]2[C:6]3[N:15]([CH:16]4[CH2:17][CH2:18][O:19][CH2:20][CH2:21]4)[N:14]=[CH:13][C:7]=3[C:8](=[O:12])[NH:9][C:10]=2[CH:11]=1. The catalyst class is: 13. (7) Reactant: I[C:2]1[CH:7]=[C:6]([CH3:8])[CH:5]=[C:4]([CH3:9])[C:3]=1[O:10][CH3:11].[CH:12]([Mg]Cl)(C)C.[Li+].[Cl-].[C:19]1([P:25](Cl)Cl)[CH:24]=[CH:23][CH:22]=[CH:21][CH:20]=1.C[Mg]Cl.[BH3:31].C1COCC1. Product: [CH3:11][O:10][C:3]1[C:4]([CH3:9])=[CH:5][C:6]([CH3:8])=[CH:7][C:2]=1[P:25]([C:19]1[CH:24]=[CH:23][CH:22]=[CH:21][CH:20]=1)[CH3:12].[BH3:31]. The catalyst class is: 1. (8) Reactant: [Cl:1][C:2]1[CH:3]=[C:4]([CH:8]=[C:9](Cl)[N:10]=1)[C:5]([OH:7])=[O:6].Cl.[CH3:13][OH:14]. Product: [Cl:1][C:2]1[CH:3]=[C:4]([CH:8]=[C:9]([O:14][CH3:13])[N:10]=1)[C:5]([OH:7])=[O:6]. The catalyst class is: 74. (9) Reactant: C(OC([N:8]1[C:13](=[O:14])[CH:12]=[C:11]([C:15]2[CH:20]=[CH:19][C:18]([O:21][CH3:22])=[CH:17][CH:16]=2)[CH2:10][C@H:9]1[C:23]([O:25][CH2:26][C:27]1[CH:32]=[CH:31][CH:30]=[CH:29][CH:28]=1)=[O:24])=O)(C)(C)C.Cl. Product: [CH2:26]([O:25][C:23]([C@@H:9]1[CH2:10][C:11]([C:15]2[CH:20]=[CH:19][C:18]([O:21][CH3:22])=[CH:17][CH:16]=2)=[CH:12][C:13](=[O:14])[NH:8]1)=[O:24])[C:27]1[CH:32]=[CH:31][CH:30]=[CH:29][CH:28]=1. The catalyst class is: 12. (10) Reactant: [Br:1][C:2]1[CH:3]=[C:4]([NH:10][C:11]2[CH:20]=[CH:19][C:14]([C:15](OC)=[O:16])=[CH:13][N:12]=2)[C:5](=[O:9])[N:6]([CH3:8])[CH:7]=1.CC(C[AlH]CC(C)C)C.C(=O)=O.CC(C)=O. Product: [Br:1][C:2]1[CH:3]=[C:4]([NH:10][C:11]2[CH:20]=[CH:19][C:14]([CH2:15][OH:16])=[CH:13][N:12]=2)[C:5](=[O:9])[N:6]([CH3:8])[CH:7]=1. The catalyst class is: 2.